This data is from Reaction yield outcomes from USPTO patents with 853,638 reactions. The task is: Predict the reaction yield, written as a fraction of the theoretical maximum amount of product (1.0 means a 100% yield; for example, 0.34 means a 34% yield). (1) The reactants are N([O-])=O.[Na+].[Cl:5][C:6]1[C:11]([Cl:12])=[CH:10][CH:9]=[CH:8][C:7]=1[CH2:13][N:14]1[C:18]2[CH:19]=[C:20]([N:24]3[CH2:29][CH2:28][O:27][CH2:26][CH2:25]3)[CH:21]=[C:22](N)[C:17]=2[N:16]=[C:15]1[CH3:30].[Na+].[Br-:32].C([O-])([O-])=O.[Na+].[Na+]. The catalyst is O.Br. The product is [Br:32][C:22]1[C:17]2[N:16]=[C:15]([CH3:30])[N:14]([CH2:13][C:7]3[CH:8]=[CH:9][CH:10]=[C:11]([Cl:12])[C:6]=3[Cl:5])[C:18]=2[CH:19]=[C:20]([N:24]2[CH2:29][CH2:28][O:27][CH2:26][CH2:25]2)[CH:21]=1. The yield is 0.440. (2) The reactants are C(O)(C(F)(F)F)=O.[Cl:8][C:9]1[CH:28]=[CH:27][C:12]([CH2:13][CH:14]([CH2:19][C:20]([O:22]C(C)(C)C)=[O:21])[C:15]([O:17][CH3:18])=[O:16])=[CH:11][CH:10]=1. The catalyst is C(Cl)Cl. The product is [Cl:8][C:9]1[CH:10]=[CH:11][C:12]([CH2:13][CH:14]([C:15]([O:17][CH3:18])=[O:16])[CH2:19][C:20]([OH:22])=[O:21])=[CH:27][CH:28]=1. The yield is 0.950. (3) The reactants are [Cl:1][C:2]1[CH:7]=[C:6]([C:8]2[CH:13]=[CH:12][C:11]([O:14][CH3:15])=[C:10]([O:16][CH3:17])[CH:9]=2)[N:5]=[C:4](S(C)(=O)=O)[N:3]=1.[CH3:22][O-:23].[Na+].CO. The catalyst is COCCOC. The product is [Cl:1][C:2]1[CH:7]=[C:6]([C:8]2[CH:13]=[CH:12][C:11]([O:14][CH3:15])=[C:10]([O:16][CH3:17])[CH:9]=2)[N:5]=[C:4]([O:23][CH3:22])[N:3]=1. The yield is 1.00. (4) The yield is 0.410. No catalyst specified. The product is [Cl:8][C:6]1[CH:5]=[C:4]([CH3:9])[N:3]=[C:2]([N:17]2[CH2:18][CH2:19][N:14]([S:11]([CH3:10])(=[O:13])=[O:12])[CH2:15][CH2:16]2)[N:7]=1. The reactants are Cl[C:2]1[N:7]=[C:6]([Cl:8])[CH:5]=[C:4]([CH3:9])[N:3]=1.[CH3:10][S:11]([N:14]1[CH2:19][CH2:18][NH:17][CH2:16][CH2:15]1)(=[O:13])=[O:12]. (5) The reactants are [CH2:1]([O:8][C:9]1[C:14]([O:15][CH3:16])=[CH:13][C:12]([C:17](=[O:19])[CH3:18])=[C:11]([N+:20]([O-])=O)[CH:10]=1)[C:2]1[CH:7]=[CH:6][CH:5]=[CH:4][CH:3]=1.[Cl-].[NH4+].C(O)C. The catalyst is [Zn].O. The product is [NH2:20][C:11]1[CH:10]=[C:9]([O:8][CH2:1][C:2]2[CH:7]=[CH:6][CH:5]=[CH:4][CH:3]=2)[C:14]([O:15][CH3:16])=[CH:13][C:12]=1[C:17](=[O:19])[CH3:18]. The yield is 0.860. (6) The reactants are [F:1][C:2]1[CH:7]=[CH:6][C:5]([C@H:8]([CH3:11])[CH2:9]O)=[CH:4][CH:3]=1.[C:12]1(=[O:22])[NH:16][C:15](=[O:17])[C:14]2=[CH:18][CH:19]=[CH:20][CH:21]=[C:13]12.C1(P(C2C=CC=CC=2)C2C=CC=CC=2)C=CC=CC=1.CCOC(/N=N/C(OCC)=O)=O. The catalyst is C1COCC1. The product is [F:1][C:2]1[CH:7]=[CH:6][C:5]([C@H:8]([CH3:11])[CH2:9][N:16]2[C:12](=[O:22])[C:13]3[C:14](=[CH:18][CH:19]=[CH:20][CH:21]=3)[C:15]2=[O:17])=[CH:4][CH:3]=1. The yield is 0.590. (7) The reactants are C[O:2][C:3](=[O:30])[C:4]1[CH:9]=[CH:8][C:7]([CH2:10][N:11]2[C:16]([CH3:17])=[CH:15][C:14]([O:18][CH2:19][C:20]3[CH:25]=[CH:24][C:23]([F:26])=[CH:22][C:21]=3[F:27])=[C:13]([Cl:28])[C:12]2=[O:29])=[CH:6][CH:5]=1.[OH-].[Na+]. The catalyst is CO.O1CCOCC1. The product is [Cl:28][C:13]1[C:12](=[O:29])[N:11]([CH2:10][C:7]2[CH:6]=[CH:5][C:4]([C:3]([OH:30])=[O:2])=[CH:9][CH:8]=2)[C:16]([CH3:17])=[CH:15][C:14]=1[O:18][CH2:19][C:20]1[CH:25]=[CH:24][C:23]([F:26])=[CH:22][C:21]=1[F:27]. The yield is 0.990. (8) The reactants are O[CH2:2][CH2:3][N:4]1[C:12]2[CH:11]=[CH:10][CH:9]=[CH:8][C:7]=2[C:6]2[CH2:13][CH2:14][N:15]([C:18]([O:20][C:21]([CH3:24])([CH3:23])[CH3:22])=[O:19])[CH2:16][CH2:17][C:5]1=2.CS(Cl)(=O)=O.[C:30]1([SH:36])[CH:35]=[CH:34][CH:33]=[CH:32][CH:31]=1.[OH-].[K+]. The catalyst is C(Cl)Cl.CN(C=O)C.C(N(CC)CC)C. The product is [C:30]1([S:36][CH2:2][CH2:3][N:4]2[C:12]3[CH:11]=[CH:10][CH:9]=[CH:8][C:7]=3[C:6]3[CH2:13][CH2:14][N:15]([C:18]([O:20][C:21]([CH3:24])([CH3:23])[CH3:22])=[O:19])[CH2:16][CH2:17][C:5]2=3)[CH:35]=[CH:34][CH:33]=[CH:32][CH:31]=1. The yield is 0.280. (9) The reactants are [Mg].[CH2:2]([CH:4]([CH2:7][CH2:8][CH2:9][CH3:10])[CH2:5]Br)[CH3:3].[S:11]1[CH:15]=[CH:14][C:13]2[C:16](=O)[C:17]3[S:18][CH:19]=[CH:20][C:21]=3[C:22](=O)[C:12]1=2.Cl[Sn]Cl. The catalyst is [Cl-].[Na+].O.C1COCC1. The product is [CH2:2]([CH:4]([CH2:7][CH2:8][CH2:9][CH3:10])[CH2:5][C:16]1[C:17]2[S:18][CH:19]=[CH:20][C:21]=2[C:22]([CH2:5][CH:4]([CH2:2][CH3:3])[CH2:7][CH2:8][CH2:9][CH3:10])=[C:12]2[S:11][CH:15]=[CH:14][C:13]=12)[CH3:3]. The yield is 0.430.